Dataset: Catalyst prediction with 721,799 reactions and 888 catalyst types from USPTO. Task: Predict which catalyst facilitates the given reaction. (1) Reactant: [C:1]([N:20]1[N:24]=[N:23][C:22]([CH2:25][C:26]([OH:28])=O)=[N:21]1)([C:14]1[CH:19]=[CH:18][CH:17]=[CH:16][CH:15]=1)([C:8]1[CH:13]=[CH:12][CH:11]=[CH:10][CH:9]=1)[C:2]1[CH:7]=[CH:6][CH:5]=[CH:4][CH:3]=1.C1N=C[N:31](C(N2C=NC=C2)=O)C=1.NC1C=CC(C(N2CC3(C)CC2CC(C)(C)C3)=O)=CC=1. Product: [C:1]([N:20]1[N:24]=[N:23][C:22]([CH2:25][C:26]([NH2:31])=[O:28])=[N:21]1)([C:14]1[CH:15]=[CH:16][CH:17]=[CH:18][CH:19]=1)([C:2]1[CH:3]=[CH:4][CH:5]=[CH:6][CH:7]=1)[C:8]1[CH:9]=[CH:10][CH:11]=[CH:12][CH:13]=1. The catalyst class is: 1. (2) Reactant: CN(C=O)C.[NH:6]1[CH2:11][CH2:10][CH:9]([C:12]2[C:20]3[C:15](=[CH:16][CH:17]=[CH:18][CH:19]=3)[NH:14][CH:13]=2)[CH2:8][CH2:7]1.[C:21](O[C:21]([O:23][C:24]([CH3:27])([CH3:26])[CH3:25])=[O:22])([O:23][C:24]([CH3:27])([CH3:26])[CH3:25])=[O:22].[Cl-].[Na+]. Product: [NH:14]1[C:15]2[C:20](=[CH:19][CH:18]=[CH:17][CH:16]=2)[C:12]([CH:9]2[CH2:10][CH2:11][N:6]([C:21]([O:23][C:24]([CH3:27])([CH3:26])[CH3:25])=[O:22])[CH2:7][CH2:8]2)=[CH:13]1. The catalyst class is: 347. (3) Reactant: [F:1][C:2]1[CH:19]=[CH:18][CH:17]=[C:16]([F:20])[C:3]=1[CH2:4][O:5][C:6]1[C:7]2[N:8]([CH:12]=[C:13]([CH3:15])[N:14]=2)[CH:9]=[CH:10][CH:11]=1.[Br:21]N1C(=O)CCC1=O.C(OCC)(=O)C. Product: [Br:21][C:12]1[N:8]2[CH:9]=[CH:10][CH:11]=[C:6]([O:5][CH2:4][C:3]3[C:16]([F:20])=[CH:17][CH:18]=[CH:19][C:2]=3[F:1])[C:7]2=[N:14][C:13]=1[CH3:15]. The catalyst class is: 8. (4) The catalyst class is: 29. Reactant: [N+:1]([C:4]1[CH:9]=[CH:8][C:7]([CH2:10][CH:11]([OH:13])[CH3:12])=[CH:6][CH:5]=1)([O-])=O. Product: [NH2:1][C:4]1[CH:5]=[CH:6][C:7]([CH2:10][CH:11]([OH:13])[CH3:12])=[CH:8][CH:9]=1. (5) Reactant: [CH2:1]([O:3][C:4]([C:6]1[NH:15][C:9]2[N:10]=[CH:11][N:12]=[C:13](O)[C:8]=2[CH:7]=1)=[O:5])[CH3:2].S(Cl)([Cl:18])=O.C([O-])(O)=O.[Na+]. Product: [CH2:1]([O:3][C:4]([C:6]1[NH:15][C:9]2[N:10]=[CH:11][N:12]=[C:13]([Cl:18])[C:8]=2[CH:7]=1)=[O:5])[CH3:2]. The catalyst class is: 3. (6) Reactant: FC(F)(F)S(O[C:7]1[CH2:8][CH2:9][N:10]([CH2:13][CH2:14][N:15]([C:17]([O:19][C:20]([CH3:23])([CH3:22])[CH3:21])=[O:18])[CH3:16])[CH2:11][CH:12]=1)(=O)=O.[CH3:26][O:27][C:28]1[CH:33]=[CH:32][CH:31]=[CH:30][C:29]=1[CH:34]1[C:42]([CH3:44])([CH3:43])[C:41]2[C:36](=[CH:37][CH:38]=[C:39](B3OC(C)(C)C(C)(C)O3)[CH:40]=2)[NH:35]1.C(=O)([O-])[O-].[Cs+].[Cs+]. Product: [CH3:26][O:27][C:28]1[CH:33]=[CH:32][CH:31]=[CH:30][C:29]=1[CH:34]1[C:42]([CH3:44])([CH3:43])[C:41]2[C:36](=[CH:37][CH:38]=[C:39]([C:7]3[CH2:8][CH2:9][N:10]([CH2:13][CH2:14][N:15]([CH3:16])[C:17](=[O:18])[O:19][C:20]([CH3:23])([CH3:22])[CH3:21])[CH2:11][CH:12]=3)[CH:40]=2)[NH:35]1. The catalyst class is: 151.